Dataset: Forward reaction prediction with 1.9M reactions from USPTO patents (1976-2016). Task: Predict the product of the given reaction. Given the reactants [CH3:1][O:2][C:3](=[O:45])[C@@H:4]([NH:25]C(C1C=CC=CC=1)(C1C=CC=CC=1)C1C=CC=CC=1)[C@H:5]([NH:7][C:8]([O:10][CH2:11][CH:12]1[C:24]2[C:19](=[CH:20][CH:21]=[CH:22][CH:23]=2)[C:18]2[C:13]1=[CH:14][CH:15]=[CH:16][CH:17]=2)=[O:9])[CH3:6].Cl.CCOCC.CCOCC, predict the reaction product. The product is: [CH3:1][O:2][C:3](=[O:45])[C@@H:4]([NH2:25])[C@H:5]([NH:7][C:8]([O:10][CH2:11][CH:12]1[C:13]2[C:18](=[CH:17][CH:16]=[CH:15][CH:14]=2)[C:19]2[C:24]1=[CH:23][CH:22]=[CH:21][CH:20]=2)=[O:9])[CH3:6].